This data is from Peptide-MHC class II binding affinity with 134,281 pairs from IEDB. The task is: Regression. Given a peptide amino acid sequence and an MHC pseudo amino acid sequence, predict their binding affinity value. This is MHC class II binding data. The peptide sequence is MLFRILSLNLIKIK. The MHC is DRB1_0301 with pseudo-sequence DRB1_0301. The binding affinity (normalized) is 0.146.